This data is from Forward reaction prediction with 1.9M reactions from USPTO patents (1976-2016). The task is: Predict the product of the given reaction. (1) Given the reactants [NH2:1][C:2]1[S:3][C:4]2[C:9]([N:10]=1)=[CH:8][CH:7]=[C:6]([O:11][C:12]1[CH:13]=[C:14]([NH:20][C:21](=[O:33])[C:22]3[CH:27]=[CH:26][CH:25]=[C:24]([C:28]([C:31]#[N:32])([CH3:30])[CH3:29])[CH:23]=3)[CH:15]=[CH:16][C:17]=1[C:18]#[N:19])[N:5]=2.[Cl:34][CH2:35][C:36](Cl)=[O:37], predict the reaction product. The product is: [Cl:34][CH2:35][C:36]([NH:1][C:2]1[S:3][C:4]2[C:9]([N:10]=1)=[CH:8][CH:7]=[C:6]([O:11][C:12]1[CH:13]=[C:14]([NH:20][C:21](=[O:33])[C:22]3[CH:27]=[CH:26][CH:25]=[C:24]([C:28]([C:31]#[N:32])([CH3:29])[CH3:30])[CH:23]=3)[CH:15]=[CH:16][C:17]=1[C:18]#[N:19])[N:5]=2)=[O:37]. (2) Given the reactants [S:1]1[C:5]([C:6](=[O:10])[CH:7](Br)[Br:8])=[CH:4][C:3]2[CH:11]=[CH:12][C:13]3[C:18]([C:2]1=2)=[CH:17][CH:16]=[C:15]([C:19](=[O:23])[CH:20](Br)[Br:21])[CH:14]=3.P([O-])(OCC)OCC.C(N(CC)CC)C, predict the reaction product. The product is: [S:1]1[C:5]([C:6](=[O:10])[CH2:7][Br:8])=[CH:4][C:3]2[CH:11]=[CH:12][C:13]3[C:18]([C:2]1=2)=[CH:17][CH:16]=[C:15]([C:19](=[O:23])[CH2:20][Br:21])[CH:14]=3. (3) Given the reactants [OH:1][C@@H:2]([CH:15]([CH3:17])[CH3:16])[C:3]([O:5][CH2:6][C:7]1[CH:12]=[CH:11][C:10]([O:13][CH3:14])=[CH:9][CH:8]=1)=[O:4].[CH2:18]([O:25][C:26]([NH:28][C@H:29]([C:33](O)=[O:34])[CH:30]([CH3:32])[CH3:31])=[O:27])[C:19]1[CH:24]=[CH:23][CH:22]=[CH:21][CH:20]=1.C(O)C, predict the reaction product. The product is: [CH2:18]([O:25][C:26]([NH:28][C@H:29]([C:33]([O:1][C@@H:2]([CH:15]([CH3:17])[CH3:16])[C:3]([O:5][CH2:6][C:7]1[CH:8]=[CH:9][C:10]([O:13][CH3:14])=[CH:11][CH:12]=1)=[O:4])=[O:34])[CH:30]([CH3:32])[CH3:31])=[O:27])[C:19]1[CH:24]=[CH:23][CH:22]=[CH:21][CH:20]=1. (4) Given the reactants [C:1]([O:5][C:6]([NH:8][C@@H:9]([CH2:22][C:23]1[CH:28]=[CH:27][C:26]([O:29]C(OC(C)(C)C)=O)=[CH:25][CH:24]=1)[C:10]([NH:12][CH2:13][CH2:14][CH2:15][CH2:16][CH2:17][C:18]([O:20]C)=[O:19])=[O:11])=[O:7])([CH3:4])([CH3:3])[CH3:2].[Li+].[OH-], predict the reaction product. The product is: [C:1]([O:5][C:6]([NH:8][C@@H:9]([CH2:22][C:23]1[CH:24]=[CH:25][C:26]([OH:29])=[CH:27][CH:28]=1)[C:10]([NH:12][CH2:13][CH2:14][CH2:15][CH2:16][CH2:17][C:18]([OH:20])=[O:19])=[O:11])=[O:7])([CH3:4])([CH3:2])[CH3:3]. (5) Given the reactants [C:1]([O:5][C:6]([NH:8][C@H:9]([CH2:31][O:32][CH2:33][C:34]1[CH:39]=[CH:38][CH:37]=[CH:36][CH:35]=1)[CH2:10][NH:11][CH2:12][CH:13]([NH:23][C:24]([O:26][C:27]([CH3:30])([CH3:29])[CH3:28])=[O:25])[CH2:14][O:15][CH2:16][C:17]1[CH:22]=[CH:21][CH:20]=[CH:19][CH:18]=1)=[O:7])([CH3:4])([CH3:3])[CH3:2].[CH:40](=O)[CH3:41].C(O[BH-](OC(=O)C)OC(=O)C)(=O)C.[Na+].C(O)(=O)C, predict the reaction product. The product is: [C:1]([O:5][C:6]([NH:8][C@H:9]([CH2:31][O:32][CH2:33][C:34]1[CH:35]=[CH:36][CH:37]=[CH:38][CH:39]=1)[CH2:10][N:11]([CH2:12][CH:13]([NH:23][C:24]([O:26][C:27]([CH3:30])([CH3:28])[CH3:29])=[O:25])[CH2:14][O:15][CH2:16][C:17]1[CH:22]=[CH:21][CH:20]=[CH:19][CH:18]=1)[CH2:40][CH3:41])=[O:7])([CH3:2])([CH3:3])[CH3:4]. (6) Given the reactants [CH2:1]([N:8]1[CH:13]([C:14]([OH:17])([CH3:16])[CH3:15])[CH2:12][O:11][C:10]([CH3:19])([CH3:18])[C:9]1=O)[C:2]1[CH:7]=[CH:6][CH:5]=[CH:4][CH:3]=1, predict the reaction product. The product is: [CH2:1]([N:8]1[CH2:9][C:10]([CH3:18])([CH3:19])[O:11][CH2:12][CH:13]1[C:14]([OH:17])([CH3:16])[CH3:15])[C:2]1[CH:3]=[CH:4][CH:5]=[CH:6][CH:7]=1. (7) Given the reactants [CH2:1](Br)[C:2]1[CH:7]=[CH:6][CH:5]=[CH:4][CH:3]=1.[CH3:9][O:10][C:11]1[CH:12]=[C:13]([CH:17]=[CH:18][C:19]=1[N+:20]([O-:22])=[O:21])[C:14]([OH:16])=[O:15].C(=O)([O-])[O-].[K+].[K+].ClCCl.CO, predict the reaction product. The product is: [CH3:9][O:10][C:11]1[CH:12]=[C:13]([CH:17]=[CH:18][C:19]=1[N+:20]([O-:22])=[O:21])[C:14]([O:16][CH2:1][C:2]1[CH:7]=[CH:6][CH:5]=[CH:4][CH:3]=1)=[O:15]. (8) Given the reactants [O:1]=[C:2]1[C:11]2[NH:12][CH:13]=[C:14]([C:15]([OH:17])=O)[C:10]=2[C:9]2[CH:8]=[CH:7][CH:6]=[CH:5][C:4]=2[NH:3]1.[CH3:18][N:19]([CH3:24])[CH2:20][CH2:21][CH2:22][NH2:23], predict the reaction product. The product is: [CH3:18][N:19]([CH3:24])[CH2:20][CH2:21][CH2:22][NH:23][C:15]([C:14]1[C:10]2[C:9]3[CH:8]=[CH:7][CH:6]=[CH:5][C:4]=3[NH:3][C:2](=[O:1])[C:11]=2[NH:12][CH:13]=1)=[O:17].